This data is from Forward reaction prediction with 1.9M reactions from USPTO patents (1976-2016). The task is: Predict the product of the given reaction. (1) Given the reactants [OH:1][C:2]([CH3:24])([CH3:23])[C@@H:3]([NH:15]C(=O)OC(C)(C)C)[C:4]1[CH:9]=[CH:8][C:7]([O:10][C:11]([F:14])([F:13])[F:12])=[CH:6][CH:5]=1.[ClH:25].C(OCC)(=O)C, predict the reaction product. The product is: [ClH:25].[NH2:15][C@@H:3]([C:4]1[CH:9]=[CH:8][C:7]([O:10][C:11]([F:12])([F:13])[F:14])=[CH:6][CH:5]=1)[C:2]([CH3:24])([OH:1])[CH3:23]. (2) The product is: [NH2:4][C:3]1[CH:5]=[C:6]([C:9]([F:12])([F:11])[F:10])[CH:7]=[CH:8][C:2]=1[N:13]1[CH2:17][CH2:16][CH2:15][C:14]1=[O:18]. Given the reactants Br[C:2]1[CH:8]=[CH:7][C:6]([C:9]([F:12])([F:11])[F:10])=[CH:5][C:3]=1[NH2:4].[NH:13]1[CH2:17][CH2:16][CH2:15][C:14]1=[O:18].C(N)CN.C(=O)([O-])[O-].[K+].[K+], predict the reaction product. (3) Given the reactants [CH3:1][C:2]1[CH:26]=[CH:25][C:5]([CH2:6][C:7]2[N:11]=[C:10]([C@H:12]3[CH2:16][CH2:15][C@H:14]([NH:17]C(=O)OC(C)(C)C)[CH2:13]3)[O:9][N:8]=2)=[CH:4][CH:3]=1.Cl, predict the reaction product. The product is: [CH3:1][C:2]1[CH:3]=[CH:4][C:5]([CH2:6][C:7]2[N:11]=[C:10]([C@H:12]3[CH2:16][CH2:15][C@H:14]([NH2:17])[CH2:13]3)[O:9][N:8]=2)=[CH:25][CH:26]=1. (4) Given the reactants FC(F)(F)[C:3]1[CH:11]=[C:10]2[C:6]([CH:7]=[CH:8][NH:9]2)=[CH:5][CH:4]=1.C1(CBr)CC1.C(OC(=O)CSC1SC(N)=NC=1)C, predict the reaction product. The product is: [NH:9]1[C:10]2[C:6](=[CH:5][CH:4]=[CH:3][CH:11]=2)[CH:7]=[CH:8]1. (5) Given the reactants [NH2:1][C:2]1[N:7]=[CH:6][C:5]([C:8]2[CH:9]=[N:10][N:11]([CH:13]3[CH2:18][CH2:17][N:16](C(OC(C)(C)C)=O)[CH2:15][CH2:14]3)[CH:12]=2)=[CH:4][C:3]=1[O:26][CH:27]([C:29]1[C:34]([Cl:35])=[CH:33][CH:32]=[C:31]([F:36])[C:30]=1[Cl:37])[CH3:28].O1CCOCC1.Cl, predict the reaction product. The product is: [Cl:37][C:30]1[C:31]([F:36])=[CH:32][CH:33]=[C:34]([Cl:35])[C:29]=1[CH:27]([O:26][C:3]1[C:2]([NH2:1])=[N:7][CH:6]=[C:5]([C:8]2[CH:9]=[N:10][N:11]([CH:13]3[CH2:18][CH2:17][NH:16][CH2:15][CH2:14]3)[CH:12]=2)[CH:4]=1)[CH3:28]. (6) Given the reactants [OH:1][CH2:2][C:3]1O[CH:5]=[C:6]([O:10][CH2:11][C:12]2[CH:17]=[CH:16][C:15]([O:18][CH3:19])=[CH:14][CH:13]=2)[C:7](=[O:9])[CH:8]=1.[NH3:20], predict the reaction product. The product is: [OH:1][CH2:2][C:3]1[NH:20][CH:5]=[C:6]([O:10][CH2:11][C:12]2[CH:17]=[CH:16][C:15]([O:18][CH3:19])=[CH:14][CH:13]=2)[C:7](=[O:9])[CH:8]=1. (7) Given the reactants [N:1]1([CH2:6][C:7]2[CH:8]=[C:9](Br)[C:10]([O:13][CH:14](F)F)=[N:11][CH:12]=2)[CH:5]=[N:4][CH:3]=[N:2]1.[CH3:18][O:19][C:20]1[N:25]=[C:24](B(O)O)[CH:23]=[CH:22][CH:21]=1.C1C=CC=CC=1.C(=O)([O-])[O-].[Na+].[Na+], predict the reaction product. The product is: [CH3:14][O:13][C:10]1[C:9]([C:24]2[CH:23]=[CH:22][CH:21]=[C:20]([O:19][CH3:18])[N:25]=2)=[CH:8][C:7]([CH2:6][N:1]2[CH:5]=[N:4][CH:3]=[N:2]2)=[CH:12][N:11]=1.